Dataset: Peptide-MHC class II binding affinity with 134,281 pairs from IEDB. Task: Regression. Given a peptide amino acid sequence and an MHC pseudo amino acid sequence, predict their binding affinity value. This is MHC class II binding data. (1) The peptide sequence is KWHKHYLVCNYGPSG. The MHC is DRB1_0701 with pseudo-sequence DRB1_0701. The binding affinity (normalized) is 0.182. (2) The peptide sequence is AFKVWATAANAAPAN. The MHC is DRB1_0802 with pseudo-sequence DRB1_0802. The binding affinity (normalized) is 0.694. (3) The peptide sequence is HDKKSMGDDHFWAVR. The MHC is DRB1_1501 with pseudo-sequence DRB1_1501. The binding affinity (normalized) is 0.252.